Task: Predict the reaction yield, written as a fraction of the theoretical maximum amount of product (1.0 means a 100% yield; for example, 0.34 means a 34% yield).. Dataset: Reaction yield outcomes from USPTO patents with 853,638 reactions (1) The reactants are [Br:1][C:2]1[CH:3]=[N:4][C:5]2[N:6]([N:8]=[C:9]([C:11]([OH:13])=O)[CH:10]=2)[CH:7]=1.[CH2:14]([CH:16]1[C:21]2[CH:22]=[CH:23][S:24][C:20]=2[CH2:19][CH2:18][NH:17]1)[CH3:15]. The yield is 0.790. No catalyst specified. The product is [Br:1][C:2]1[CH:3]=[N:4][C:5]2[N:6]([N:8]=[C:9]([C:11]([N:17]3[CH2:18][CH2:19][C:20]4[S:24][CH:23]=[CH:22][C:21]=4[CH:16]3[CH2:14][CH3:15])=[O:13])[CH:10]=2)[CH:7]=1. (2) The product is [NH2:7][CH:8]([CH3:19])[C:9]([N:11]1[CH2:16][CH2:15][S:14](=[O:18])(=[O:17])[CH2:13][CH2:12]1)=[O:10]. The yield is 1.00. The reactants are C(OC(=O)[NH:7][CH:8]([CH3:19])[C:9]([N:11]1[CH2:16][CH2:15][S:14](=[O:18])(=[O:17])[CH2:13][CH2:12]1)=[O:10])(C)(C)C.FC(F)(F)C(O)=O. The catalyst is C(Cl)Cl. (3) The reactants are Cl[C:2]1[C:7]2[CH:8]=[CH:9][S:10][C:6]=2[CH:5]=[CH:4][N:3]=1.[NH2:11][C:12]1[S:13][CH:14]=[CH:15][N:16]=1.[O-]P([O-])([O-])=O.[K+].[K+].[K+]. The catalyst is C1COCC1.C1C=CC(/C=C/C(/C=C/C2C=CC=CC=2)=O)=CC=1.C1C=CC(/C=C/C(/C=C/C2C=CC=CC=2)=O)=CC=1.C1C=CC(/C=C/C(/C=C/C2C=CC=CC=2)=O)=CC=1.[Pd].[Pd].CC1(C)C2C(=C(P(C3C=CC=CC=3)C3C=CC=CC=3)C=CC=2)OC2C(P(C3C=CC=CC=3)C3C=CC=CC=3)=CC=CC1=2. The product is [S:13]1[CH:14]=[CH:15][N:16]=[C:12]1[NH:11][C:2]1[C:7]2[CH:8]=[CH:9][S:10][C:6]=2[CH:5]=[CH:4][N:3]=1. The yield is 0.620.